Dataset: CYP3A4 substrate classification data from Carbon-Mangels et al.. Task: Regression/Classification. Given a drug SMILES string, predict its absorption, distribution, metabolism, or excretion properties. Task type varies by dataset: regression for continuous measurements (e.g., permeability, clearance, half-life) or binary classification for categorical outcomes (e.g., BBB penetration, CYP inhibition). Dataset: cyp3a4_substrate_carbonmangels. The drug is Cc1c(O)cccc1C(=O)N[C@@H](CSc1ccccc1)[C@H](O)CN1C[C@H]2CCCC[C@H]2C[C@H]1C(=O)NC(C)(C)C. The result is 1 (substrate).